Dataset: Catalyst prediction with 721,799 reactions and 888 catalyst types from USPTO. Task: Predict which catalyst facilitates the given reaction. (1) Reactant: C(OC(=O)[NH:7][C:8]1[CH:13]=[C:12]([N:14]([CH3:16])[CH3:15])[C:11]([Cl:17])=[CH:10][C:9]=1[NH:18][C:19](=[O:34])[CH2:20][C:21](=O)[C:22]1[CH:27]=[CH:26][CH:25]=[C:24]([N:28]2[CH:32]=[CH:31][N:30]=[N:29]2)[CH:23]=1)(C)(C)C.C(O)(C(F)(F)F)=O. Product: [Cl:17][C:11]1[C:12]([N:14]([CH3:16])[CH3:15])=[CH:13][C:8]2[N:7]=[C:21]([C:22]3[CH:27]=[CH:26][CH:25]=[C:24]([N:28]4[CH:32]=[CH:31][N:30]=[N:29]4)[CH:23]=3)[CH2:20][C:19](=[O:34])[NH:18][C:9]=2[CH:10]=1. The catalyst class is: 2. (2) The catalyst class is: 23. Reactant: [Br:1][C:2]1[CH:7]=[CH:6][C:5]([C@@H:8]([NH:10][CH2:11][CH2:12][C:13]([C:15]2[CH:20]=[CH:19][CH:18]=[CH:17][C:16]=2[F:21])=[O:14])[CH3:9])=[CH:4][CH:3]=1.C([O-])([O-])=O.[K+].[K+].[C:28](Cl)(=[O:31])[O:29][CH3:30]. Product: [Br:1][C:2]1[CH:7]=[CH:6][C:5]([C@@H:8]([N:10]([CH2:11][CH2:12][C:13]([C:15]2[CH:20]=[CH:19][CH:18]=[CH:17][C:16]=2[F:21])=[O:14])[C:28](=[O:31])[O:29][CH3:30])[CH3:9])=[CH:4][CH:3]=1. (3) Reactant: [CH3:1][S:2]([NH:5][C:6](=[O:12])[O:7][C:8]([CH3:11])([CH3:10])[CH3:9])(=[O:4])=[O:3].C([O-])([O-])=O.[K+].[K+].Cl[CH2:20][C:21]1[O:22][C:23]2[CH:29]=[C:28]([C:30]3[C:38]4[C:33](=[CH:34][C:35]([F:39])=[CH:36][CH:37]=4)[N:32]([S:40]([C:43]4[CH:48]=[CH:47][CH:46]=[CH:45][CH:44]=4)(=[O:42])=[O:41])[CH:31]=3)[CH:27]=[CH:26][C:24]=2[N:25]=1. Product: [C:8]([O:7][C:6](=[O:12])[N:5]([CH2:20][C:21]1[O:22][C:23]2[CH:29]=[C:28]([C:30]3[C:38]4[C:33](=[CH:34][C:35]([F:39])=[CH:36][CH:37]=4)[N:32]([S:40]([C:43]4[CH:44]=[CH:45][CH:46]=[CH:47][CH:48]=4)(=[O:42])=[O:41])[CH:31]=3)[CH:27]=[CH:26][C:24]=2[N:25]=1)[S:2]([CH3:1])(=[O:4])=[O:3])([CH3:9])([CH3:11])[CH3:10]. The catalyst class is: 3. (4) Reactant: [N+:1]([N:4]1[C:9](=[O:10])[CH:8]=[CH:7][NH:6][C:5]1=[O:11])([O-:3])=[O:2].N1CCC[CH2:14][CH2:13]1. Product: [CH:13]([C:8]1[C:9](=[O:10])[N:4]([N+:1]([O-:3])=[O:2])[C:5](=[O:11])[NH:6][CH:7]=1)=[CH2:14]. The catalyst class is: 8.